From a dataset of Full USPTO retrosynthesis dataset with 1.9M reactions from patents (1976-2016). Predict the reactants needed to synthesize the given product. (1) Given the product [CH3:32][C:13]1[CH:12]=[C:11]([CH3:33])[NH:10][C:9](=[O:8])[C:14]=1[CH2:15][N:16]1[CH2:25][CH2:24][C:23]2[C:18](=[C:19]([CH3:30])[C:20]([O:26][CH:27]([CH3:28])[CH3:29])=[CH:21][CH:22]=2)[C:17]1=[O:31], predict the reactants needed to synthesize it. The reactants are: C([O:8][C:9]1[C:14]([CH2:15][N:16]2[CH2:25][CH2:24][C:23]3[C:18](=[C:19]([CH3:30])[C:20]([O:26][CH:27]([CH3:29])[CH3:28])=[CH:21][CH:22]=3)[C:17]2=[O:31])=[C:13]([CH3:32])[CH:12]=[C:11]([CH3:33])[N:10]=1)C1C=CC=CC=1.CCOC(C)=O.CO. (2) Given the product [N+:3]([O-:6])([O-:5])=[O:4].[Pd+2:7].[N+:8]([O-:11])([O-:10])=[O:9], predict the reactants needed to synthesize it. The reactants are: O.O.[N+:3]([O-:6])([O-:5])=[O:4].[Pd+2:7].[N+:8]([O-:11])([O-:10])=[O:9]. (3) Given the product [CH3:15][C@H:10]1[NH:11][C@@H:12]([CH3:14])[CH2:13][N:8]([C:17]2[CH:18]=[C:19]([C:23]([O:25][CH2:26][CH3:27])=[O:24])[CH:20]=[N:21][CH:22]=2)[CH2:9]1, predict the reactants needed to synthesize it. The reactants are: ClC1C=C([N:8]2[CH2:13][C@H:12]([CH3:14])[NH:11][C@H:10]([CH3:15])[CH2:9]2)C=CN=1.Br[C:17]1[CH:18]=[C:19]([C:23]([O:25][CH2:26][CH3:27])=[O:24])[CH:20]=[N:21][CH:22]=1. (4) Given the product [Cl:1][C:2]1[C:10]2[C:5](=[CH:6][CH:7]=[CH:8][CH:9]=2)[N:4]([C:29]2[CH:30]=[CH:31][C:26]([C:23](=[O:25])[CH3:24])=[CH:27][CH:28]=2)[C:3]=1[C:11]([N:13]1[CH2:14][CH2:15][CH2:16][CH2:17]1)=[O:12], predict the reactants needed to synthesize it. The reactants are: [Cl:1][C:2]1[C:10]2[C:5](=[CH:6][CH:7]=[CH:8][CH:9]=2)[NH:4][C:3]=1[C:11]([N:13]1[CH2:17][CH2:16][CH2:15][CH2:14]1)=[O:12].CN(C)C=O.[C:23]([C:26]1[CH:31]=[CH:30][C:29](B(O)O)=[CH:28][CH:27]=1)(=[O:25])[CH3:24].C(N(CC)C(C)C)(C)C. (5) Given the product [OH:40][CH2:39][CH2:38][NH:37][C:34]1[N:35]=[CH:36][C:31]([C:2]2[CH:11]=[CH:10][C:9]3[N:8]=[CH:7][C:6]4[N:12]([CH3:22])[C:13](=[O:21])[N:14]([C:15]5[N:16]([CH3:20])[N:17]=[CH:18][CH:19]=5)[C:5]=4[C:4]=3[CH:3]=2)=[CH:32][CH:33]=1, predict the reactants needed to synthesize it. The reactants are: Br[C:2]1[CH:11]=[CH:10][C:9]2[N:8]=[CH:7][C:6]3[N:12]([CH3:22])[C:13](=[O:21])[N:14]([C:15]4[N:16]([CH3:20])[N:17]=[CH:18][CH:19]=4)[C:5]=3[C:4]=2[CH:3]=1.CC1(C)C(C)(C)OB([C:31]2[CH:32]=[CH:33][C:34]([NH:37][CH2:38][CH2:39][OH:40])=[N:35][CH:36]=2)O1. (6) Given the product [ClH:41].[F:40][CH:2]([F:1])[C:3]1[N:7]([C:8]2[N:13]=[C:12]([N:14]3[CH2:19][CH2:18][O:17][CH2:16][CH2:15]3)[N:11]=[C:10]([CH:20]3[CH2:21][CH2:22][N:23]([S:26]([CH2:29][CH2:30][N:31]([CH3:33])[CH3:32])(=[O:28])=[O:27])[CH2:24][CH2:25]3)[N:9]=2)[C:6]2[CH:34]=[CH:35][CH:36]=[C:37]([O:38][CH3:39])[C:5]=2[N:4]=1, predict the reactants needed to synthesize it. The reactants are: [F:1][CH:2]([F:40])[C:3]1[N:7]([C:8]2[N:13]=[C:12]([N:14]3[CH2:19][CH2:18][O:17][CH2:16][CH2:15]3)[N:11]=[C:10]([CH:20]3[CH2:25][CH2:24][N:23]([S:26]([CH2:29][CH2:30][N:31]([CH3:33])[CH3:32])(=[O:28])=[O:27])[CH2:22][CH2:21]3)[N:9]=2)[C:6]2[CH:34]=[CH:35][CH:36]=[C:37]([O:38][CH3:39])[C:5]=2[N:4]=1.[ClH:41]. (7) The reactants are: CS(O[CH2:6][C:7]1[CH:12]=[C:11]([C:13]([CH3:16])([CH3:15])[CH3:14])[CH:10]=[C:9]([N+:17]([O-:19])=[O:18])[C:8]=1[O:20][CH3:21])(=O)=O.[CH3:22][S-:23].[Na+]. Given the product [C:13]([C:11]1[CH:10]=[C:9]([N+:17]([O-:19])=[O:18])[C:8]([O:20][CH3:21])=[C:7]([CH2:6][S:23][CH3:22])[CH:12]=1)([CH3:14])([CH3:15])[CH3:16], predict the reactants needed to synthesize it.